Dataset: Catalyst prediction with 721,799 reactions and 888 catalyst types from USPTO. Task: Predict which catalyst facilitates the given reaction. Reactant: [OH:1][C:2]1[CH:3]=[C:4]([C:12]([O:14][CH3:15])=[O:13])[CH:5]=[C:6]([CH:11]=1)[C:7]([O:9][CH3:10])=[O:8].CC(C)([O-])C.[K+].[F:22][C:23]([F:47])([F:46])[C:24]([F:45])([F:44])[C:25]([F:43])([F:42])[O:26][C:27]([F:41])([C:32]([F:40])([F:39])[O:33][C:34]([F:38])=[C:35]([F:37])[F:36])[C:28]([F:31])([F:30])[F:29]. Product: [F:37][C:35]([F:36])([O:1][C:2]1[CH:11]=[C:6]([C:7]([O:9][CH3:10])=[O:8])[CH:5]=[C:4]([CH:3]=1)[C:12]([O:14][CH3:15])=[O:13])[CH:34]([F:38])[O:33][C:32]([F:39])([F:40])[C:27]([F:41])([O:26][C:25]([F:42])([F:43])[C:24]([F:44])([F:45])[C:23]([F:22])([F:46])[F:47])[C:28]([F:31])([F:30])[F:29]. The catalyst class is: 7.